This data is from Catalyst prediction with 721,799 reactions and 888 catalyst types from USPTO. The task is: Predict which catalyst facilitates the given reaction. (1) Reactant: Cl.Cl.[C:3]1([C:9]2[C:10]([N:18]3[CH2:23][CH2:22][NH:21][CH2:20][CH2:19]3)=[C:11]3[CH:17]=[CH:16][NH:15][C:12]3=[N:13][CH:14]=2)[CH:8]=[CH:7][CH:6]=[CH:5][CH:4]=1.[Na+].[C:25]([O:29][C:30]([N:32]1[C:36]([CH3:38])([CH3:37])[CH2:35][CH2:34][C@H:33]1[C@H:39]([C:43]1[CH:48]=[CH:47][C:46]([Cl:49])=[C:45]([F:50])[CH:44]=1)[C:40]([O-])=[O:41])=[O:31])([CH3:28])([CH3:27])[CH3:26].CN(C(ON1N=NC2C=CC=CC1=2)=[N+](C)C)C.[B-](F)(F)(F)F.CCN(C(C)C)C(C)C. Product: [Cl:49][C:46]1[CH:47]=[CH:48][C:43]([C@@H:39]([C@H:33]2[N:32]([C:30]([O:29][C:25]([CH3:27])([CH3:26])[CH3:28])=[O:31])[C:36]([CH3:38])([CH3:37])[CH2:35][CH2:34]2)[C:40](=[O:41])[N:21]2[CH2:20][CH2:19][N:18]([C:10]3[C:9]([C:3]4[CH:4]=[CH:5][CH:6]=[CH:7][CH:8]=4)=[CH:14][N:13]=[C:12]4[NH:15][CH:16]=[CH:17][C:11]=34)[CH2:23][CH2:22]2)=[CH:44][C:45]=1[F:50]. The catalyst class is: 2. (2) The catalyst class is: 3. Reactant: Cl.[Cl:2][C:3]1[CH:4]=[C:5]2[C:9](=[CH:10][CH:11]=1)[NH:8][CH:7]=[C:6]2[CH2:12][CH2:13][NH2:14].[F:15][C:16]1[CH:17]=[C:18]([CH:22]=[CH:23][C:24]=1[CH2:25][C:26]1[CH:31]=[CH:30][CH:29]=[C:28]([F:32])[CH:27]=1)[C:19](O)=[O:20].CN(C(ON1N=NC2C=CC=NC1=2)=[N+](C)C)C.F[P-](F)(F)(F)(F)F.C(N(CC)C(C)C)(C)C. Product: [Cl:2][C:3]1[CH:4]=[C:5]2[C:9](=[CH:10][CH:11]=1)[NH:8][CH:7]=[C:6]2[CH2:12][CH2:13][NH:14][C:19](=[O:20])[C:18]1[CH:22]=[CH:23][C:24]([CH2:25][C:26]2[CH:31]=[CH:30][CH:29]=[C:28]([F:32])[CH:27]=2)=[C:16]([F:15])[CH:17]=1. (3) Reactant: [CH3:1][C:2]1[S:3][C:4]2[CH:10]=[CH:9][C:8]([NH:11][C:12](=[O:22])[C:13]3[CH:18]=[CH:17][C:16]([CH2:19][CH2:20][CH3:21])=[CH:15][CH:14]=3)=[CH:7][C:5]=2[N:6]=1.[H-].[Na+].[CH3:25]I. Product: [CH3:25][N:11]([C:8]1[CH:9]=[CH:10][C:4]2[S:3][C:2]([CH3:1])=[N:6][C:5]=2[CH:7]=1)[C:12](=[O:22])[C:13]1[CH:14]=[CH:15][C:16]([CH2:19][CH2:20][CH3:21])=[CH:17][CH:18]=1. The catalyst class is: 3.